This data is from Peptide-MHC class I binding affinity with 185,985 pairs from IEDB/IMGT. The task is: Regression. Given a peptide amino acid sequence and an MHC pseudo amino acid sequence, predict their binding affinity value. This is MHC class I binding data. (1) The peptide sequence is TPRDLGACI. The MHC is HLA-A02:02 with pseudo-sequence HLA-A02:02. The binding affinity (normalized) is 0.0946. (2) The peptide sequence is HPRVSSEVHI. The MHC is HLA-A30:02 with pseudo-sequence HLA-A30:02. The binding affinity (normalized) is 0. (3) The peptide sequence is LIMFEQYFI. The MHC is HLA-A02:01 with pseudo-sequence HLA-A02:01. The binding affinity (normalized) is 0.868. (4) The peptide sequence is EETLLTTWL. The MHC is HLA-B57:01 with pseudo-sequence HLA-B57:01. The binding affinity (normalized) is 0.0847. (5) The peptide sequence is SLWAWVLLF. The MHC is HLA-A03:01 with pseudo-sequence HLA-A03:01. The binding affinity (normalized) is 0.0847. (6) The peptide sequence is TSLSLDYAW. The MHC is HLA-B53:01 with pseudo-sequence HLA-B53:01. The binding affinity (normalized) is 0.691. (7) The peptide sequence is IMQVFFGYFA. The MHC is HLA-A02:01 with pseudo-sequence HLA-A02:01. The binding affinity (normalized) is 0.476.